Task: Regression/Classification. Given a drug SMILES string, predict its absorption, distribution, metabolism, or excretion properties. Task type varies by dataset: regression for continuous measurements (e.g., permeability, clearance, half-life) or binary classification for categorical outcomes (e.g., BBB penetration, CYP inhibition). Dataset: cyp2c9_veith.. Dataset: CYP2C9 inhibition data for predicting drug metabolism from PubChem BioAssay (1) The compound is O=C(Nc1cccc(F)c1)N1CC[C@@]2(CCCN(C(=O)c3cnccn3)C2)C1. The result is 0 (non-inhibitor). (2) The drug is CN(C)c1ccc(-c2nc(N3CCNCC3)c3ccccc3n2)cc1. The result is 0 (non-inhibitor). (3) The drug is O=C(/C=C/c1ccccc1Cl)Nc1ccncc1. The result is 1 (inhibitor). (4) The result is 1 (inhibitor). The compound is Cc1ccc(S(=O)(=O)c2cc(C#N)c(=O)[nH]c2N)cc1. (5) The compound is Cc1onc(-c2c(F)cccc2Cl)c1C(=O)N[C@H]1C(=O)N2[C@H]1SC(C)(C)[C@H]2C(=O)[O-].[Na+]. The result is 0 (non-inhibitor). (6) The compound is CC(C)NC(=O)N1CC[C@@]2(CCCN(C(=O)c3cccc(F)c3)C2)C1. The result is 0 (non-inhibitor). (7) The compound is O=C(Oc1cc2oc(=O)cc(-c3ccccc3)c2cc1Cl)C1CCCCC1. The result is 1 (inhibitor).